From a dataset of Reaction yield outcomes from USPTO patents with 853,638 reactions. Predict the reaction yield, written as a fraction of the theoretical maximum amount of product (1.0 means a 100% yield; for example, 0.34 means a 34% yield). (1) The reactants are Cl[C:2]1[C:3]2[S:10][CH:9]=[C:8]([CH3:11])[C:4]=2[N:5]=[CH:6][N:7]=1.[OH-].[NH4+:13]. The catalyst is C(O)CCC. The product is [CH3:11][C:8]1[C:4]2[N:5]=[CH:6][N:7]=[C:2]([NH2:13])[C:3]=2[S:10][CH:9]=1. The yield is 0.780. (2) The reactants are [NH:1]1[C:9]2[C:4](=[CH:5][CH:6]=[CH:7][CH:8]=2)[CH:3]=[C:2]1[CH2:10][C:11]([O:13][CH2:14][CH3:15])=[O:12].[C:16](=O)([O:22]C(C)(C)C)[O:17][C:18]([CH3:21])([CH3:20])[CH3:19]. The catalyst is ClCCl.CN(C)C1C=CN=CC=1. The product is [CH2:14]([O:13][C:11]([CH2:10][C:2]1([C:16]([O:17][C:18]([CH3:21])([CH3:20])[CH3:19])=[O:22])[CH2:3][C:4]2[C:9](=[CH:8][CH:7]=[CH:6][CH:5]=2)[NH:1]1)=[O:12])[CH3:15]. The yield is 0.910. (3) The reactants are [C:1]([NH:4][C:5]1[S:20][C:8]2[CH2:9][N:10](C(OC(C)(C)C)=O)[CH2:11][CH2:12][C:7]=2[CH:6]=1)(=[O:3])[CH3:2].[F:21][C:22]([F:27])([F:26])[C:23]([OH:25])=[O:24]. The catalyst is ClCCl. The product is [F:21][C:22]([F:27])([F:26])[C:23]([O-:25])=[O:24].[C:1]([NH:4][C:5]1[S:20][C:8]2[CH2:9][NH2+:10][CH2:11][CH2:12][C:7]=2[CH:6]=1)(=[O:3])[CH3:2]. The yield is 0.990. (4) The reactants are CN(C(ON1N=NC2C=CC=CC1=2)=[N+](C)C)C.[B-](F)(F)(F)F.CN1CCOCC1.[CH3:30][O:31][C:32]([C:34]1[CH:39]=[CH:38][C:37]([C:40]2[CH:49]=[C:48]([C:50](O)=[O:51])[C:47]3[C:42](=[CH:43][CH:44]=[CH:45][CH:46]=3)[N:41]=2)=[CH:36][CH:35]=1)=[O:33].[NH2:53][CH2:54][C@H:55]1[CH2:60][CH2:59][C@H:58]([CH2:61][NH:62][C:63](=[O:69])[O:64][C:65]([CH3:68])([CH3:67])[CH3:66])[CH2:57][CH2:56]1. The catalyst is CN(C=O)C.C(Cl)Cl.CS(C)=O. The product is [C:65]([O:64][C:63]([NH:62][CH2:61][C@H:58]1[CH2:57][CH2:56][C@H:55]([CH2:54][NH:53][C:50]([C:48]2[C:47]3[C:42](=[CH:43][CH:44]=[CH:45][CH:46]=3)[N:41]=[C:40]([C:37]3[CH:38]=[CH:39][C:34]([C:32]([O:31][CH3:30])=[O:33])=[CH:35][CH:36]=3)[CH:49]=2)=[O:51])[CH2:60][CH2:59]1)=[O:69])([CH3:68])([CH3:67])[CH3:66]. The yield is 0.240. (5) The reactants are [Br:1][C:2]1[N:7]2[N:8]=[C:9]([NH2:11])[N:10]=[C:6]2[CH:5]=[CH:4][CH:3]=1.[C:12](O[C:12]([O:14][C:15]([CH3:18])([CH3:17])[CH3:16])=[O:13])([O:14][C:15]([CH3:18])([CH3:17])[CH3:16])=[O:13]. The catalyst is CN(C)C1C=CN=CC=1.C(#N)C. The product is [C:15]([O:14][C:12]([N:11]([C:12]([O:14][C:15]([CH3:18])([CH3:17])[CH3:16])=[O:13])[C:9]1[N:10]=[C:6]2[CH:5]=[CH:4][CH:3]=[C:2]([Br:1])[N:7]2[N:8]=1)=[O:13])([CH3:18])([CH3:17])[CH3:16]. The yield is 0.703.